Dataset: Full USPTO retrosynthesis dataset with 1.9M reactions from patents (1976-2016). Task: Predict the reactants needed to synthesize the given product. (1) Given the product [C:1]([C:3]1[CH:4]=[C:5]([C:17]([N:33]=[N+:34]=[N-:35])=[O:19])[CH:6]=[C:7]2[C:12]=1[O:11][C:10]([CH3:14])([CH3:13])[CH2:9][C:8]2([CH3:16])[CH3:15])#[CH:2], predict the reactants needed to synthesize it. The reactants are: [C:1]([C:3]1[CH:4]=[C:5]([C:17]([OH:19])=O)[CH:6]=[C:7]2[C:12]=1[O:11][C:10]([CH3:14])([CH3:13])[CH2:9][C:8]2([CH3:16])[CH3:15])#[CH:2].C(N(CC)CC)C.ClC(OCC)=O.[N-:33]=[N+:34]=[N-:35].[Na+]. (2) Given the product [NH2:1][C:2](=[S:11])[CH2:3][CH2:4][C:5]([O:7][CH3:8])=[O:6], predict the reactants needed to synthesize it. The reactants are: [NH2:1][C:2](=O)[CH2:3][CH2:4][C:5]([O:7][CH3:8])=[O:6].P12(SP3(SP(SP(S3)(S1)=S)(=S)S2)=S)=[S:11].